From a dataset of NCI-60 drug combinations with 297,098 pairs across 59 cell lines. Regression. Given two drug SMILES strings and cell line genomic features, predict the synergy score measuring deviation from expected non-interaction effect. (1) Drug 1: C1CCC(C1)C(CC#N)N2C=C(C=N2)C3=C4C=CNC4=NC=N3. Drug 2: COCCOC1=C(C=C2C(=C1)C(=NC=N2)NC3=CC=CC(=C3)C#C)OCCOC.Cl. Cell line: MOLT-4. Synergy scores: CSS=11.6, Synergy_ZIP=2.28, Synergy_Bliss=4.81, Synergy_Loewe=3.17, Synergy_HSA=3.33. (2) Drug 1: CC1=C(C=C(C=C1)C(=O)NC2=CC(=CC(=C2)C(F)(F)F)N3C=C(N=C3)C)NC4=NC=CC(=N4)C5=CN=CC=C5. Drug 2: CC1C(C(CC(O1)OC2CC(CC3=C2C(=C4C(=C3O)C(=O)C5=C(C4=O)C(=CC=C5)OC)O)(C(=O)CO)O)N)O.Cl. Cell line: HCC-2998. Synergy scores: CSS=23.8, Synergy_ZIP=-0.253, Synergy_Bliss=-0.510, Synergy_Loewe=-12.6, Synergy_HSA=-2.15. (3) Cell line: CAKI-1. Synergy scores: CSS=32.4, Synergy_ZIP=-9.69, Synergy_Bliss=-6.13, Synergy_Loewe=-7.25, Synergy_HSA=-3.91. Drug 1: C1CN1C2=NC(=NC(=N2)N3CC3)N4CC4. Drug 2: CN(CC1=CN=C2C(=N1)C(=NC(=N2)N)N)C3=CC=C(C=C3)C(=O)NC(CCC(=O)O)C(=O)O. (4) Drug 1: CC1C(C(=O)NC(C(=O)N2CCCC2C(=O)N(CC(=O)N(C(C(=O)O1)C(C)C)C)C)C(C)C)NC(=O)C3=C4C(=C(C=C3)C)OC5=C(C(=O)C(=C(C5=N4)C(=O)NC6C(OC(=O)C(N(C(=O)CN(C(=O)C7CCCN7C(=O)C(NC6=O)C(C)C)C)C)C(C)C)C)N)C. Drug 2: CCCCCOC(=O)NC1=NC(=O)N(C=C1F)C2C(C(C(O2)C)O)O. Cell line: MDA-MB-231. Synergy scores: CSS=0.876, Synergy_ZIP=-1.82, Synergy_Bliss=-2.18, Synergy_Loewe=-17.3, Synergy_HSA=-5.81. (5) Drug 1: CC1C(C(=O)NC(C(=O)N2CCCC2C(=O)N(CC(=O)N(C(C(=O)O1)C(C)C)C)C)C(C)C)NC(=O)C3=C4C(=C(C=C3)C)OC5=C(C(=O)C(=C(C5=N4)C(=O)NC6C(OC(=O)C(N(C(=O)CN(C(=O)C7CCCN7C(=O)C(NC6=O)C(C)C)C)C)C(C)C)C)N)C. Drug 2: C(CC(=O)O)C(=O)CN.Cl. Cell line: A549. Synergy scores: CSS=12.6, Synergy_ZIP=-7.95, Synergy_Bliss=-10.4, Synergy_Loewe=-30.7, Synergy_HSA=-9.38. (6) Drug 1: C1=CC=C(C(=C1)C(C2=CC=C(C=C2)Cl)C(Cl)Cl)Cl. Drug 2: CC1C(C(CC(O1)OC2CC(CC3=C2C(=C4C(=C3O)C(=O)C5=C(C4=O)C(=CC=C5)OC)O)(C(=O)CO)O)N)O.Cl. Cell line: SK-OV-3. Synergy scores: CSS=28.0, Synergy_ZIP=-3.30, Synergy_Bliss=-3.24, Synergy_Loewe=-10.8, Synergy_HSA=-0.882. (7) Drug 1: CC(CN1CC(=O)NC(=O)C1)N2CC(=O)NC(=O)C2. Drug 2: C(CC(=O)O)C(=O)CN.Cl. Cell line: HS 578T. Synergy scores: CSS=27.6, Synergy_ZIP=-4.14, Synergy_Bliss=3.21, Synergy_Loewe=3.25, Synergy_HSA=4.66. (8) Drug 1: COC1=C(C=C2C(=C1)N=CN=C2NC3=CC(=C(C=C3)F)Cl)OCCCN4CCOCC4. Drug 2: C1=NC(=NC(=O)N1C2C(C(C(O2)CO)O)O)N. Cell line: MOLT-4. Synergy scores: CSS=29.7, Synergy_ZIP=-0.781, Synergy_Bliss=6.81, Synergy_Loewe=6.77, Synergy_HSA=7.93. (9) Drug 1: CC12CCC(CC1=CCC3C2CCC4(C3CC=C4C5=CN=CC=C5)C)O. Drug 2: C1=C(C(=O)NC(=O)N1)F. Cell line: SF-539. Synergy scores: CSS=44.8, Synergy_ZIP=-7.61, Synergy_Bliss=-13.5, Synergy_Loewe=-13.3, Synergy_HSA=-10.4.